The task is: Predict which catalyst facilitates the given reaction.. This data is from Catalyst prediction with 721,799 reactions and 888 catalyst types from USPTO. (1) Reactant: [Cl:1][C:2]1[N:7]=[C:6]([NH:8][C@@H:9]([C:13]([CH3:16])([CH3:15])[CH3:14])[CH2:10]SC)[C:5]([F:17])=[CH:4][N:3]=1.O[O:19][S:20]([O-:22])=O.[K+].[CH3:24]O. Product: [Cl:1][C:2]1[N:7]=[C:6]([NH:8][C@@H:9]([C:13]([CH3:14])([CH3:16])[CH3:15])[CH2:10][S:20]([CH3:24])(=[O:22])=[O:19])[C:5]([F:17])=[CH:4][N:3]=1. The catalyst class is: 6. (2) Reactant: Br[C:2]1[N:7]=[CH:6][C:5]2[C:8]([CH:14]3[CH2:18][NH:17][C:16](=[O:19])[CH2:15]3)=[CH:9][N:10]([CH:11]([CH3:13])[CH3:12])[C:4]=2[CH:3]=1.C1(P(C2C=CC=CC=2)C2C3OC4C(=CC=CC=4P(C4C=CC=CC=4)C4C=CC=CC=4)C(C)(C)C=3C=CC=2)C=CC=CC=1.C(=O)([O-])[O-].[Cs+].[Cs+].[CH:68]1([S:71]([N:74]2[CH:78]=[C:77]([C:79]3[N:84]=[C:83]([NH2:85])[CH:82]=[CH:81][N:80]=3)[CH:76]=[N:75]2)(=[O:73])=[O:72])[CH2:70][CH2:69]1. Product: [CH:68]1([S:71]([N:74]2[CH:78]=[C:77]([C:79]3[N:84]=[C:83]([NH:85][C:2]4[N:7]=[CH:6][C:5]5[C:8]([CH:14]6[CH2:18][NH:17][C:16](=[O:19])[CH2:15]6)=[CH:9][N:10]([CH:11]([CH3:13])[CH3:12])[C:4]=5[CH:3]=4)[CH:82]=[CH:81][N:80]=3)[CH:76]=[N:75]2)(=[O:72])=[O:73])[CH2:70][CH2:69]1. The catalyst class is: 102. (3) Reactant: [CH3:1][CH2:2][O:3][C:4](/[C:6](/Cl)=[N:7]\[OH:8])=[O:5].[CH2:10]([O:13][CH3:14])[C:11]#[CH:12]. Product: [CH3:14][O:13][CH2:10][C:11]1[O:8][N:7]=[C:6]([C:4]([O:3][CH2:2][CH3:1])=[O:5])[CH:12]=1. The catalyst class is: 2. (4) Reactant: [SH:1][C:2]1[CH:11]=[C:10]2[C:5]([C:6]([Br:16])=[N:7][N:8]([CH:13]([CH3:15])[CH3:14])[C:9]2=[O:12])=[CH:4][CH:3]=1.[H-].[Na+].Cl[CH2:20][CH2:21][S:22][CH3:23]. Product: [Br:16][C:6]1[C:5]2[C:10](=[CH:11][C:2]([S:1][CH2:20][CH2:21][S:22][CH3:23])=[CH:3][CH:4]=2)[C:9](=[O:12])[N:8]([CH:13]([CH3:14])[CH3:15])[N:7]=1. The catalyst class is: 3. (5) Reactant: [C:1](=[O:39])([O:12][CH:13]([N:15]1[C:19]2[CH:20]=[CH:21][CH:22]=[CH:23][C:18]=2[N:17]=[C:16]1[S:24][CH2:25][C:26]1[C:31]([CH3:32])=[C:30]([O:33][CH2:34][C:35]([F:38])([F:37])[F:36])[CH:29]=[CH:28][N:27]=1)[CH3:14])[O:2][CH:3]([CH2:8][O:9][CH2:10][CH3:11])[CH2:4][O:5][CH2:6][CH3:7].ClC1C=C(C=CC=1)C(OO)=[O:45]. Product: [C:1](=[O:39])([O:12][CH:13]([N:15]1[C:19]2[CH:20]=[CH:21][CH:22]=[CH:23][C:18]=2[N:17]=[C:16]1[S:24]([CH2:25][C:26]1[C:31]([CH3:32])=[C:30]([O:33][CH2:34][C:35]([F:37])([F:36])[F:38])[CH:29]=[CH:28][N:27]=1)=[O:45])[CH3:14])[O:2][CH:3]([CH2:4][O:5][CH2:6][CH3:7])[CH2:8][O:9][CH2:10][CH3:11]. The catalyst class is: 11. (6) Reactant: F[C:2]1[CH:9]=[CH:8][CH:7]=[CH:6][C:3]=1[CH:4]=[O:5].C(=O)([O-])[O-].[K+].[K+].[CH3:16][CH2:17][SH:18]. Product: [CH2:17]([S:18][C:2]1[CH:9]=[CH:8][CH:7]=[CH:6][C:3]=1[CH:4]=[O:5])[CH3:16]. The catalyst class is: 3. (7) Reactant: [Cl:1][C:2]1[C:11]2[C:6](=[CH:7][C:8]([O:14][CH2:15][CH2:16][CH2:17]Cl)=[C:9]([O:12][CH3:13])[CH:10]=2)[N:5]=[CH:4][CH:3]=1.C(=O)([O-])[O-].[K+].[K+].[NH:25]1[CH2:30][CH2:29][CH2:28][CH2:27][CH2:26]1. Product: [Cl:1][C:2]1[C:11]2[C:6](=[CH:7][C:8]([O:14][CH2:15][CH2:16][CH2:17][N:25]3[CH2:30][CH2:29][CH2:28][CH2:27][CH2:26]3)=[C:9]([O:12][CH3:13])[CH:10]=2)[N:5]=[CH:4][CH:3]=1. The catalyst class is: 3. (8) Reactant: Cl.[CH3:2][N:3]([CH3:20])[C:4]1([C:14]2[CH:19]=[CH:18][CH:17]=[CH:16][CH:15]=2)[CH2:9][CH2:8][CH:7]([CH2:10][C:11]([OH:13])=O)[CH2:6][CH2:5]1.C1(N=[C:28]=[N:29][CH:30]2[CH2:35][CH2:34][CH2:33][CH2:32][CH2:31]2)CCCCC1.C([NH:38][CH:39]1[CH2:44]CC[CH2:41][CH2:40]1)([NH:38][CH:39]1[CH2:44]CC[CH2:41][CH2:40]1)=O.[OH-].[Na+]. Product: [CH3:20][N:3]([CH3:2])[C:4]1([C:14]2[CH:19]=[CH:18][CH:17]=[CH:16][CH:15]=2)[CH2:5][CH2:6][CH:7]([CH2:10][C:11]([NH:38][CH:39]([CH3:44])[CH2:40][C:41]2[C:31]3[C:30](=[CH:35][CH:34]=[CH:33][CH:32]=3)[NH:29][CH:28]=2)=[O:13])[CH2:8][CH2:9]1. The catalyst class is: 35. (9) Reactant: [CH2:1]([S:3]([C:6]1[CH:7]=[CH:8][C:9](F)=[C:10]([C:12]2[C:20]3[C:15](=[C:16]([O:26][CH3:27])[N:17]=[C:18]([C:21]#[C:22][CH2:23][CH2:24][OH:25])[CH:19]=3)[N:14]([CH3:28])[CH:13]=2)[CH:11]=1)(=[O:5])=[O:4])[CH3:2].[F:30][C:31]1[CH:36]=[C:35]([F:37])[CH:34]=[CH:33][C:32]=1[OH:38].C(=O)([O-])[O-].[Cs+].[Cs+]. Product: [F:30][C:31]1[CH:36]=[C:35]([F:37])[CH:34]=[CH:33][C:32]=1[O:38][C:9]1[CH:8]=[CH:7][C:6]([S:3]([CH2:1][CH3:2])(=[O:5])=[O:4])=[CH:11][C:10]=1[C:12]1[C:20]2[C:15](=[C:16]([O:26][CH3:27])[N:17]=[C:18]([C:21]#[C:22][CH2:23][CH2:24][OH:25])[CH:19]=2)[N:14]([CH3:28])[CH:13]=1. The catalyst class is: 16. (10) Reactant: [Cl:1][C:2]1[CH:18]=[CH:17][C:5]2[CH2:6][CH2:7][N:8]([C:11](=[O:16])[C:12]([F:15])([F:14])[F:13])[CH2:9][CH2:10][C:4]=2[C:3]=1OS(C(F)(F)F)(=O)=O.[CH2:27]([O:29][C:30]1[CH:37]=[CH:36][C:33]([CH2:34][NH2:35])=[CH:32][C:31]=1[Cl:38])[CH3:28]. Product: [Cl:1][C:2]1[CH:18]=[CH:17][C:5]2[CH2:6][CH2:7][N:8]([C:11](=[O:16])[C:12]([F:15])([F:14])[F:13])[CH2:9][CH2:10][C:4]=2[C:3]=1[NH:35][CH2:34][C:33]1[CH:36]=[CH:37][C:30]([O:29][CH2:27][CH3:28])=[C:31]([Cl:38])[CH:32]=1. The catalyst class is: 12.